From a dataset of Full USPTO retrosynthesis dataset with 1.9M reactions from patents (1976-2016). Predict the reactants needed to synthesize the given product. (1) Given the product [F:11][C:12]1[CH:13]=[C:14]([C:18]2[C:27]([CH2:28][NH:29][C:2]3[N:10]=[CH:9][N:8]=[C:7]4[C:3]=3[N:4]=[CH:5][NH:6]4)=[CH:26][C:25]3[C:20](=[C:21]([O:30][CH3:31])[CH:22]=[CH:23][CH:24]=3)[N:19]=2)[CH:15]=[CH:16][CH:17]=1, predict the reactants needed to synthesize it. The reactants are: Br[C:2]1[N:10]=[CH:9][N:8]=[C:7]2[C:3]=1[NH:4][CH:5]=[N:6]2.[F:11][C:12]1[CH:13]=[C:14]([C:18]2[C:27]([CH2:28][NH2:29])=[CH:26][C:25]3[C:20](=[C:21]([O:30][CH3:31])[CH:22]=[CH:23][CH:24]=3)[N:19]=2)[CH:15]=[CH:16][CH:17]=1.C(N(CC)C(C)C)(C)C.C(O)CCC. (2) Given the product [Br:1][C:2]1[CH:3]=[C:4]([C:12]([CH3:15])([CH3:14])[CH3:13])[C:5]([OH:11])=[C:6]([C:8](=[N:21][OH:22])[CH3:9])[CH:7]=1, predict the reactants needed to synthesize it. The reactants are: [Br:1][C:2]1[CH:3]=[C:4]([C:12]([CH3:15])([CH3:14])[CH3:13])[C:5]([OH:11])=[C:6]([C:8](=O)[CH3:9])[CH:7]=1.CC([O-])=O.[Na+].[NH2:21][OH:22].Cl. (3) Given the product [Cl:1][C:2]1[CH:3]=[CH:4][C:5]([C:23]#[N:24])=[C:6]([C:8]2[C:13]([O:14][CH3:15])=[CH:12][N:11]([CH:16]([CH2:20][CH3:21])[C:17]([NH:34][C:33]3[CH:32]=[CH:31][C:30]([C:26]4[O:25][CH:29]=[CH:28][N:27]=4)=[CH:36][CH:35]=3)=[O:19])[C:10](=[O:22])[CH:9]=2)[CH:7]=1, predict the reactants needed to synthesize it. The reactants are: [Cl:1][C:2]1[CH:3]=[CH:4][C:5]([C:23]#[N:24])=[C:6]([C:8]2[C:13]([O:14][CH3:15])=[CH:12][N:11]([CH:16]([CH2:20][CH3:21])[C:17]([OH:19])=O)[C:10](=[O:22])[CH:9]=2)[CH:7]=1.[O:25]1[CH:29]=[CH:28][N:27]=[C:26]1[C:30]1[CH:36]=[CH:35][C:33]([NH2:34])=[CH:32][CH:31]=1. (4) Given the product [Cl:28][C:29]1[CH:34]=[C:33]([C:35]2[CH:40]=[N:39][CH:38]=[C:37]([CH3:41])[N:36]=2)[CH:32]=[CH:31][C:30]=1[C:42]1[C:53](=[O:54])[N:52]([CH2:62][CH2:63][O:64][CH2:65][CH2:66][OH:67])[C:45]2[N:46]=[C:47]([NH:72][CH:70]3[CH2:71][O:68][CH2:69]3)[N:48]=[CH:49][C:44]=2[CH:43]=1, predict the reactants needed to synthesize it. The reactants are: CC1C=C(C2C=CC=C(C)N=2)C=CC=1C1C(=O)NC2N=C(SC)N=CC=2C=1.[Cl:28][C:29]1[CH:34]=[C:33]([C:35]2[CH:40]=[N:39][CH:38]=[C:37]([CH3:41])[N:36]=2)[CH:32]=[CH:31][C:30]=1[C:42]1[C:53](=[O:54])[NH:52][C:45]2[N:46]=[C:47](SC)[N:48]=[CH:49][C:44]=2[CH:43]=1.BrCCCCO.Br[CH2:62][CH2:63][O:64][CH2:65][CH2:66][OH:67].[O:68]1[CH2:71][CH:70]([NH2:72])[CH2:69]1.C(N)C. (5) Given the product [Br:17][C:10]1[C:11]([C:12]([F:14])([F:15])[F:13])=[C:2]([Cl:1])[C:3]([OH:16])=[C:4]([CH:9]=1)[C:5]([O:7][CH3:8])=[O:6], predict the reactants needed to synthesize it. The reactants are: [Cl:1][C:2]1[C:3]([OH:16])=[C:4]([CH:9]=[CH:10][C:11]=1[C:12]([F:15])([F:14])[F:13])[C:5]([O:7][CH3:8])=[O:6].[Br:17]N1C(=O)CCC1=O.O. (6) Given the product [Cl:13][C:14]1[CH:15]=[C:16]2[C:20](=[CH:21][C:22]=1[Cl:23])[NH:19][C:18](=[O:24])[C:17]2([OH:25])[C:2]1[CH:7]=[CH:6][CH:5]=[CH:4][C:3]=1[O:8][CH3:9], predict the reactants needed to synthesize it. The reactants are: Br[C:2]1[CH:7]=[CH:6][CH:5]=[CH:4][C:3]=1[O:8][CH3:9].[Mg].II.[Cl:13][C:14]1[CH:15]=[C:16]2[C:20](=[CH:21][C:22]=1[Cl:23])[NH:19][C:18](=[O:24])[C:17]2=[O:25].